Dataset: Catalyst prediction with 721,799 reactions and 888 catalyst types from USPTO. Task: Predict which catalyst facilitates the given reaction. (1) Reactant: [OH:1][CH2:2][CH:3]([C:26]1[CH:27]=[C:28]([CH:31]=[CH:32][CH:33]=1)[C:29]#[N:30])[O:4][N:5]=[C:6]1[CH2:11][CH2:10][N:9]([S:12]([C:15]2[CH:20]=[CH:19][C:18]([O:21][C:22]([F:25])([F:24])[F:23])=[CH:17][CH:16]=2)(=[O:14])=[O:13])[CH2:8][CH2:7]1.I[CH3:35].[H-].[Na+]. Product: [CH3:35][O:1][CH2:2][CH:3]([C:26]1[CH:27]=[C:28]([CH:31]=[CH:32][CH:33]=1)[C:29]#[N:30])[O:4][N:5]=[C:6]1[CH2:11][CH2:10][N:9]([S:12]([C:15]2[CH:16]=[CH:17][C:18]([O:21][C:22]([F:23])([F:25])[F:24])=[CH:19][CH:20]=2)(=[O:14])=[O:13])[CH2:8][CH2:7]1. The catalyst class is: 7. (2) Reactant: [NH:1]1[CH:5]=[N:4][C:3]([C:6]2[CH:11]=[CH:10][C:9]([C:12]3[CH:13]=[N:14][N:15]4[CH:20]=[CH:19][C:18]([N:21]5[CH:25]([C:26]6[CH:31]=[CH:30][CH:29]=[CH:28][N:27]=6)[CH2:24][O:23][C:22]5=[O:32])=[N:17][C:16]=34)=[CH:8][CH:7]=2)=[N:2]1. Product: [NH:1]1[CH:5]=[N:4][C:3]([C:6]2[CH:7]=[CH:8][C:9]([C:12]3[CH:13]=[N:14][N:15]4[CH:20]=[CH:19][C:18]([N:21]5[C@H:25]([C:26]6[CH:31]=[CH:30][CH:29]=[CH:28][N:27]=6)[CH2:24][O:23][C:22]5=[O:32])=[N:17][C:16]=34)=[CH:10][CH:11]=2)=[N:2]1. The catalyst class is: 8.